Dataset: Full USPTO retrosynthesis dataset with 1.9M reactions from patents (1976-2016). Task: Predict the reactants needed to synthesize the given product. (1) Given the product [CH2:24]([NH:31][C:2]1[N:7]=[C:6](/[CH:8]=[CH:9]/[C:10]2[N:17]3[C:13]([S:14][CH:15]=[CH:16]3)=[N:12][C:11]=2[C:18]2[CH:23]=[CH:22][CH:21]=[CH:20][CH:19]=2)[CH:5]=[CH:4][N:3]=1)[C:25]1[CH:30]=[CH:29][CH:28]=[CH:27][CH:26]=1, predict the reactants needed to synthesize it. The reactants are: Cl[C:2]1[N:7]=[C:6](/[CH:8]=[CH:9]/[C:10]2[N:17]3[C:13]([S:14][CH:15]=[CH:16]3)=[N:12][C:11]=2[C:18]2[CH:23]=[CH:22][CH:21]=[CH:20][CH:19]=2)[CH:5]=[CH:4][N:3]=1.[CH2:24]([NH2:31])[C:25]1[CH:30]=[CH:29][CH:28]=[CH:27][CH:26]=1.C1CCCCC1. (2) Given the product [CH3:25][O:24][C:14]1[CH:13]=[C:12]([CH:17]=[CH:16][C:15]=1[C:18]1[NH:22][C:21](=[O:23])[O:20][N:19]=1)[O:11][CH2:10][C:9]1[S:8][C:7]([C:26]2[CH:27]=[CH:28][C:29]([C:32]([F:33])([F:34])[F:35])=[CH:30][CH:31]=2)=[N:6][C:5]=1[CH2:4][CH2:3][CH2:2][O:1][S:44]([CH3:43])(=[O:46])=[O:45], predict the reactants needed to synthesize it. The reactants are: [OH:1][CH2:2][CH2:3][CH2:4][C:5]1[N:6]=[C:7]([C:26]2[CH:31]=[CH:30][C:29]([C:32]([F:35])([F:34])[F:33])=[CH:28][CH:27]=2)[S:8][C:9]=1[CH2:10][O:11][C:12]1[CH:17]=[CH:16][C:15]([C:18]2[NH:22][C:21](=[O:23])[O:20][N:19]=2)=[C:14]([O:24][CH3:25])[CH:13]=1.C(N(CC)CC)C.[CH3:43][S:44](O[S:44]([CH3:43])(=[O:46])=[O:45])(=[O:46])=[O:45].[Cl-].[NH4+]. (3) Given the product [CH3:1][N:2]([CH3:3])[C:20]([CH:17]1[CH2:18][CH2:19][N:14]([C:11]2[CH:12]=[CH:13][C:8]([N+:5]([O-:7])=[O:6])=[CH:9][CH:10]=2)[CH2:15][CH2:16]1)=[O:21], predict the reactants needed to synthesize it. The reactants are: [CH3:1][NH:2][CH3:3].Cl.[N+:5]([C:8]1[CH:13]=[CH:12][C:11]([N:14]2[CH2:19][CH2:18][CH:17]([C:20](Cl)=[O:21])[CH2:16][CH2:15]2)=[CH:10][CH:9]=1)([O-:7])=[O:6]. (4) Given the product [OH:17][CH2:16][C@@H:15]([NH:14][C:12](=[O:13])[O:11][C:7]([CH3:8])([CH3:10])[CH3:9])[CH:20]([CH3:22])[CH3:21], predict the reactants needed to synthesize it. The reactants are: [H-].[H-].[H-].[H-].[Li+].[Al+3].[C:7]([O:11][C:12]([NH:14][C@@H:15]([CH:20]([CH3:22])[CH3:21])[C:16](OC)=[O:17])=[O:13])([CH3:10])([CH3:9])[CH3:8]. (5) Given the product [NH:15]1[C:19]2[CH:20]=[CH:21][C:22]([C:24]3[NH:13][C:12]4[N:11]([N:10]=[C:9]([CH3:14])[C:8]=4[CH2:1][C:2]4[CH:3]=[CH:4][CH:5]=[CH:6][CH:7]=4)[C:26](=[O:27])[CH:25]=3)=[CH:23][C:18]=2[N:17]=[N:16]1, predict the reactants needed to synthesize it. The reactants are: [CH2:1]([C:8]1[C:9]([CH3:14])=[N:10][NH:11][C:12]=1[NH2:13])[C:2]1[CH:7]=[CH:6][CH:5]=[CH:4][CH:3]=1.[NH:15]1[C:19]2[CH:20]=[CH:21][C:22]([C:24](=O)[CH2:25][C:26](OCC)=[O:27])=[CH:23][C:18]=2[N:17]=[N:16]1.CC1C=CC(S(O)(=O)=O)=CC=1. (6) Given the product [Cl:14][C:15]1[CH:20]=[CH:19][C:18]([C:2]2[CH:3]=[CH:4][C:5]([C:8]([N:10]([O:12][CH3:13])[CH3:11])=[O:9])=[N:6][CH:7]=2)=[CH:17][CH:16]=1, predict the reactants needed to synthesize it. The reactants are: Br[C:2]1[CH:3]=[CH:4][C:5]([C:8]([N:10]([O:12][CH3:13])[CH3:11])=[O:9])=[N:6][CH:7]=1.[Cl:14][C:15]1[CH:20]=[CH:19][C:18](B(O)O)=[CH:17][CH:16]=1.C(=O)([O-])[O-].[Na+].[Na+].C1(C)C=CC=CC=1. (7) Given the product [N:1]1([C:6]2[CH:11]=[CH:10][C:9]([CH:12]3[CH2:17][CH2:16][N:15]([C:18]([C:20]4[CH:21]=[CH:22][C:23]([CH3:36])=[C:24]([NH:26][C:27](=[O:35])[C:28]5[CH:33]=[CH:32][C:31]([NH:42][CH:39]([CH3:41])[CH3:40])=[N:30][CH:29]=5)[CH:25]=4)=[O:19])[CH2:14][C:13]3([CH3:38])[CH3:37])=[CH:8][CH:7]=2)[CH:5]=[CH:4][N:3]=[CH:2]1, predict the reactants needed to synthesize it. The reactants are: [N:1]1([C:6]2[CH:11]=[CH:10][C:9]([CH:12]3[CH2:17][CH2:16][N:15]([C:18]([C:20]4[CH:21]=[CH:22][C:23]([CH3:36])=[C:24]([NH:26][C:27](=[O:35])[C:28]5[CH:33]=[CH:32][C:31](Cl)=[N:30][CH:29]=5)[CH:25]=4)=[O:19])[CH2:14][C:13]3([CH3:38])[CH3:37])=[CH:8][CH:7]=2)[CH:5]=[CH:4][N:3]=[CH:2]1.[CH:39]([NH2:42])([CH3:41])[CH3:40].C([O-])([O-])=O.[Na+].[Na+]. (8) Given the product [Cl:26][C:27]1[CH:32]=[CH:31][CH:30]=[C:29]([F:33])[C:28]=1[C:34]#[C:35][C:36]1[N:37]([C:46]2[CH:47]=[CH:48][C:49]([F:52])=[CH:50][CH:51]=2)[C:38]([C:41]([OH:43])=[O:42])=[CH:39][N:40]=1, predict the reactants needed to synthesize it. The reactants are: CN1C=C(CN(C)C(C2N(C3C=CC(F)=CC=3)C(S)=NC=2)=O)C(C)=N1.[Cl:26][C:27]1[CH:32]=[CH:31][CH:30]=[C:29]([F:33])[C:28]=1[C:34]#[C:35][C:36]1[N:37]([C:46]2[CH:51]=[CH:50][C:49]([F:52])=[CH:48][CH:47]=2)[C:38]([C:41]([O:43]CC)=[O:42])=[CH:39][N:40]=1.[OH-].[Li+].C1COCC1.